From a dataset of Forward reaction prediction with 1.9M reactions from USPTO patents (1976-2016). Predict the product of the given reaction. (1) Given the reactants [NH2:1][C:2]1[CH:7]=[CH:6][CH:5]=[C:4]([Br:8])[N:3]=1.ClC(Cl)(Cl)[C:11](=[O:13])[CH3:12].[CH3:16]OCCOC, predict the reaction product. The product is: [Br:8][C:4]1[N:3]2[CH:16]=[C:12]([CH:11]=[O:13])[N:1]=[C:2]2[CH:7]=[CH:6][CH:5]=1. (2) Given the reactants [CH3:1][N:2]([CH2:24][C:25]([O:27]C(C)(C)C)=[O:26])[C:3](=[O:23])[CH2:4][CH2:5][C:6]1[CH:11]=[CH:10][CH:9]=[C:8]([C:12]2[S:13][C:14]3[CH:22]=[CH:21][CH:20]=[CH:19][C:15]=3[C:16](=[O:18])[N:17]=2)[N:7]=1.C(OC(C)C)(C)C, predict the reaction product. The product is: [CH3:1][N:2]([CH2:24][C:25]([OH:27])=[O:26])[C:3](=[O:23])[CH2:4][CH2:5][C:6]1[CH:11]=[CH:10][CH:9]=[C:8]([C:12]2[S:13][C:14]3[CH:22]=[CH:21][CH:20]=[CH:19][C:15]=3[C:16](=[O:18])[N:17]=2)[N:7]=1. (3) Given the reactants [F:1][C:2]1[CH:7]=[CH:6][C:5]([C:8]2[C:15]([CH3:16])=[C:14]3[N:10]([CH2:11][CH2:12][CH2:13]3)[CH:9]=2)=[CH:4][CH:3]=1.[N:17]1[CH:22]=[CH:21][CH:20]=[CH:19][CH:18]=1.Cl[C:24]([O:26][CH2:27][CH3:28])=[O:25], predict the reaction product. The product is: [F:1][C:2]1[CH:7]=[CH:6][C:5]([C:8]2[C:15]([CH3:16])=[C:14]3[N:10]([C:9]=2[CH:20]2[CH:21]=[CH:22][N:17]([C:24]([O:26][CH2:27][CH3:28])=[O:25])[CH:18]=[CH:19]2)[CH2:11][CH2:12][CH2:13]3)=[CH:4][CH:3]=1. (4) Given the reactants Br[CH2:2][CH2:3][CH2:4][C:5]1[C:10]([F:11])=[CH:9][CH:8]=[CH:7][C:6]=1[F:12].[CH3:13][C:14]1[C:19]([CH3:20])=[CH:18][C:17]([NH2:21])=[C:16]([NH2:22])[CH:15]=1.C(=O)(O)[O-].[Na+], predict the reaction product. The product is: [F:12][C:6]1[CH:7]=[CH:8][CH:9]=[C:10]([F:11])[C:5]=1[CH2:4][CH2:3][CH2:2][NH:21][C:17]1[C:16]([NH2:22])=[CH:15][C:14]([CH3:13])=[C:19]([CH3:20])[CH:18]=1. (5) The product is: [Cl:1][C:2]1[N:7]=[C:6]([CH2:8][N:9]2[CH2:14][CH2:13][O:12][CH2:11][CH2:10]2)[C:5]([CH2:15][OH:16])=[CH:4][CH:3]=1. Given the reactants [Cl:1][C:2]1[N:7]=[C:6]([CH2:8][N:9]2[CH2:14][CH2:13][O:12][CH2:11][CH2:10]2)[C:5]([C:15](OC)=[O:16])=[CH:4][CH:3]=1.[H-].[H-].[H-].[H-].[Li+].[Al+3].[NH4+].[Cl-], predict the reaction product. (6) Given the reactants [CH3:1][CH2:2][O:3][C:4]([CH:6]1[C:11](=[O:12])[CH2:10][CH2:9][NH:8][CH2:7]1)=[O:5].Cl.C(N(CC)CC)C.[C:21](O[C:21]([O:23][C:24]([CH3:27])([CH3:26])[CH3:25])=[O:22])([O:23][C:24]([CH3:27])([CH3:26])[CH3:25])=[O:22], predict the reaction product. The product is: [O:12]=[C:11]1[CH2:10][CH2:9][N:8]([C:21]([O:23][C:24]([CH3:27])([CH3:26])[CH3:25])=[O:22])[CH2:7][CH:6]1[C:4]([O:3][CH2:2][CH3:1])=[O:5]. (7) Given the reactants Cl[C:2]1[N:7]=[N:6][C:5]([C:8]2[C:16]3[C:11](=[N:12][CH:13]=[CH:14][CH:15]=3)[N:10]([CH2:17][C:18]3[CH:23]=[CH:22][CH:21]=[CH:20][C:19]=3[F:24])[N:9]=2)=[N:4][C:3]=1[NH2:25].[F:26][C:27]1[CH:28]=[C:29](B(O)O)[CH:30]=[N:31][CH:32]=1.C(=O)([O-])[O-].[K+].[K+].C1(P(C2CCCCC2)C2CCCCC2)CCCCC1, predict the reaction product. The product is: [F:24][C:19]1[CH:20]=[CH:21][CH:22]=[CH:23][C:18]=1[CH2:17][N:10]1[C:11]2=[N:12][CH:13]=[CH:14][CH:15]=[C:16]2[C:8]([C:5]2[N:6]=[N:7][C:2]([C:29]3[CH:30]=[N:31][CH:32]=[C:27]([F:26])[CH:28]=3)=[C:3]([NH2:25])[N:4]=2)=[N:9]1. (8) Given the reactants C[O:2][C:3]1[C:12]([CH3:13])=[C:11]2[C:6]([CH:7]=[C:8]([C:18]([O:20][CH2:21]C)=[O:19])[CH:9]([C:14]([F:17])([F:16])[F:15])[O:10]2)=[CH:5][CH:4]=1.B(Br)(Br)Br.CO, predict the reaction product. The product is: [OH:2][C:3]1[C:12]([CH3:13])=[C:11]2[C:6]([CH:7]=[C:8]([C:18]([O:20][CH3:21])=[O:19])[CH:9]([C:14]([F:17])([F:15])[F:16])[O:10]2)=[CH:5][CH:4]=1.